Dataset: Full USPTO retrosynthesis dataset with 1.9M reactions from patents (1976-2016). Task: Predict the reactants needed to synthesize the given product. (1) Given the product [N:1]12[CH2:8][CH2:7][CH:4]([CH2:5][CH2:6]1)[CH:3]([NH:9][C:10]([C:12]1[CH:13]=[CH:14][CH:15]=[C:16]3[O:20][C:19]([C:21]4[CH:26]=[CH:25][C:24]([NH:28][C:29]5[CH:34]=[CH:33][CH:32]=[CH:31][CH:30]=5)=[CH:23][CH:22]=4)=[N:18][C:17]=13)=[O:11])[CH2:2]2, predict the reactants needed to synthesize it. The reactants are: [N:1]12[CH2:8][CH2:7][CH:4]([CH2:5][CH2:6]1)[CH:3]([NH:9][C:10]([C:12]1[CH:13]=[CH:14][CH:15]=[C:16]3[O:20][C:19]([C:21]4[CH:26]=[CH:25][C:24](I)=[CH:23][CH:22]=4)=[N:18][C:17]=13)=[O:11])[CH2:2]2.[NH2:28][C:29]1[CH:34]=[CH:33][CH:32]=[CH:31][CH:30]=1.C1C=CC(P(C2C(C3C(P(C4C=CC=CC=4)C4C=CC=CC=4)=CC=C4C=3C=CC=C4)=C3C(C=CC=C3)=CC=2)C2C=CC=CC=2)=CC=1.C(=O)([O-])[O-].[Cs+].[Cs+]. (2) Given the product [I-:1].[C:22]1([P+:15]([C:12]2[CH:11]=[CH:10][CH:9]=[CH:14][CH:13]=2)([C:16]2[CH:21]=[CH:20][CH:19]=[CH:18][CH:17]=2)[CH2:2][CH:3]2[CH2:8][CH2:7][O:6][CH2:5][CH2:4]2)[CH:23]=[CH:24][CH:25]=[CH:26][CH:27]=1, predict the reactants needed to synthesize it. The reactants are: [I:1][CH2:2][CH:3]1[CH2:8][CH2:7][O:6][CH2:5][CH2:4]1.[CH:9]1[CH:14]=[CH:13][C:12]([P:15]([C:22]2[CH:27]=[CH:26][CH:25]=[CH:24][CH:23]=2)[C:16]2[CH:21]=[CH:20][CH:19]=[CH:18][CH:17]=2)=[CH:11][CH:10]=1.CCOCC.